Dataset: Reaction yield outcomes from USPTO patents with 853,638 reactions. Task: Predict the reaction yield, written as a fraction of the theoretical maximum amount of product (1.0 means a 100% yield; for example, 0.34 means a 34% yield). The reactants are [C:1]([NH:4][C:5]1[S:6][C:7]2[C:13]([C:14]#[N:15])=[C:12]([O:16][C:17]3[CH:18]=[C:19]([NH:23]C(=O)C(F)(F)F)[CH:20]=[CH:21][CH:22]=3)[CH:11]=[CH:10][C:8]=2[N:9]=1)(=[O:3])[CH3:2].O.[OH-].[Li+]. The catalyst is O1CCCC1.CO.O.C(OCC)(=O)C. The product is [NH2:23][C:19]1[CH:18]=[C:17]([CH:22]=[CH:21][CH:20]=1)[O:16][C:12]1[CH:11]=[CH:10][C:8]2[N:9]=[C:5]([NH:4][C:1](=[O:3])[CH3:2])[S:6][C:7]=2[C:13]=1[C:14]#[N:15]. The yield is 0.380.